From a dataset of Catalyst prediction with 721,799 reactions and 888 catalyst types from USPTO. Predict which catalyst facilitates the given reaction. (1) The catalyst class is: 2. Product: [C:1]([O:5][C:6](=[O:33])[NH:7][CH2:8][CH2:9][CH2:10][N:11]([CH:12]([C:15]1[N:20]([CH2:21][C:22]2[CH:27]=[CH:26][CH:25]=[CH:24][CH:23]=2)[C:19](=[O:28])[C:18]2=[CH:29][CH:30]=[C:31]([Cl:32])[N:17]2[N:16]=1)[CH2:13][CH3:14])[C:47](=[O:48])[C:44]1[CH:45]=[CH:46][C:41]([CH3:50])=[CH:42][CH:43]=1)([CH3:2])([CH3:3])[CH3:4]. Reactant: [C:1]([O:5][C:6](=[O:33])[NH:7][CH2:8][CH2:9][CH2:10][NH:11][CH:12]([C:15]1[N:20]([CH2:21][C:22]2[CH:27]=[CH:26][CH:25]=[CH:24][CH:23]=2)[C:19](=[O:28])[C:18]2=[CH:29][CH:30]=[C:31]([Cl:32])[N:17]2[N:16]=1)[CH2:13][CH3:14])([CH3:4])([CH3:3])[CH3:2].CCN(CC)CC.[C:41]1([CH3:50])[CH:46]=[CH:45][C:44]([C:47](Cl)=[O:48])=[CH:43][CH:42]=1. (2) Reactant: C([N:8]1[CH2:13][CH2:12][O:11][C@H:10]([CH2:14][C:15]2[CH:20]=[CH:19][C:18]([O:21][CH2:22][CH3:23])=[C:17]([C:24]([F:27])([F:26])[F:25])[CH:16]=2)[CH2:9]1)(OC(C)(C)C)=O. Product: [CH2:22]([O:21][C:18]1[CH:19]=[CH:20][C:15]([CH2:14][C@H:10]2[O:11][CH2:12][CH2:13][NH:8][CH2:9]2)=[CH:16][C:17]=1[C:24]([F:25])([F:26])[F:27])[CH3:23]. The catalyst class is: 631. (3) Reactant: [OH:1][C@@H:2]([CH3:26])[C@@H:3]([N:16]1[CH:20]=[C:19]([C:21]([O:23]CC)=O)[N:18]=[CH:17]1)[CH2:4][S:5][C:6]1[C:15]2[C:10](=[CH:11][CH:12]=[CH:13][CH:14]=2)[CH:9]=[CH:8][CH:7]=1.[OH-].[NH4+:28]. Product: [C:6]1([S:5][CH2:4][C@H:3]([N:16]2[CH:20]=[C:19]([C:21]([NH2:28])=[O:23])[N:18]=[CH:17]2)[C@@H:2]([OH:1])[CH3:26])[C:15]2[C:10](=[CH:11][CH:12]=[CH:13][CH:14]=2)[CH:9]=[CH:8][CH:7]=1. The catalyst class is: 57.